From a dataset of Forward reaction prediction with 1.9M reactions from USPTO patents (1976-2016). Predict the product of the given reaction. (1) Given the reactants [CH2:1]([NH2:17])[CH2:2][CH2:3][CH2:4][CH2:5][CH2:6][CH2:7][CH2:8][CH2:9][CH2:10][CH2:11][CH2:12][CH2:13][CH2:14][CH2:15][CH3:16].C1(C)C=CC=CC=1.[CH2:25]([O:32][C:33]1[C:34]([CH3:42])=[N:35][C:36](Br)=[C:37]([CH3:40])[C:38]=1[CH3:39])[C:26]1[CH:31]=[CH:30][CH:29]=[CH:28][CH:27]=1.CC([O-])(C)C.[Na+], predict the reaction product. The product is: [CH2:25]([O:32][C:33]1[C:38]([CH3:39])=[C:37]([CH3:40])[C:36]([NH:17][CH2:1][CH2:2][CH2:3][CH2:4][CH2:5][CH2:6][CH2:7][CH2:8][CH2:9][CH2:10][CH2:11][CH2:12][CH2:13][CH2:14][CH2:15][CH3:16])=[N:35][C:34]=1[CH3:42])[C:26]1[CH:31]=[CH:30][CH:29]=[CH:28][CH:27]=1. (2) Given the reactants C1(CS([CH2:8][C@H:9]([NH:13][C@@H:14]([C:19]2[CH:24]=[CH:23][CH:22]=[CH:21][CH:20]=2)[C:15]([F:18])([F:17])[F:16])[C:10]([OH:12])=O)(=O)=O)CC1.C1([CH2:28][S:29](C[C@H](N[C@H](C2C=CC=CC=2)C(F)(F)F)C(O)=O)(=[O:31])=[O:30])CC1.Cl.[NH2:50][C:51]1([C:54]#[N:55])[CH2:53][CH2:52]1.CN1[CH2:62][CH2:61]OCC1.[CH3:63]N(C=O)C, predict the reaction product. The product is: [C:54]([C:51]1([NH:50][C:10](=[O:12])[C@@:9]([S:29]([CH3:28])(=[O:31])=[O:30])([NH:13][C@@H:14]([C:19]2[CH:20]=[CH:21][CH:22]=[CH:23][CH:24]=2)[C:15]([F:16])([F:17])[F:18])[CH2:8][CH:62]2[CH2:61][CH2:63]2)[CH2:53][CH2:52]1)#[N:55].